The task is: Predict the reactants needed to synthesize the given product.. This data is from Full USPTO retrosynthesis dataset with 1.9M reactions from patents (1976-2016). Given the product [OH:14][C:11]1[CH:12]=[CH:13][C:8]([C:27]2[CH:26]=[CH:25][C:24]([CH2:23][CH2:22][C@@:16]([CH3:15])([S:39]([CH3:42])(=[O:41])=[O:40])[C:17]([O:19][CH2:20][CH3:21])=[O:18])=[CH:29][CH:28]=2)=[CH:9][CH:10]=1, predict the reactants needed to synthesize it. The reactants are: C(=O)([O-])[O-].[K+].[K+].I[C:8]1[CH:13]=[CH:12][C:11]([OH:14])=[CH:10][CH:9]=1.[CH3:15][C@@:16]([S:39]([CH3:42])(=[O:41])=[O:40])([CH2:22][CH2:23][C:24]1[CH:29]=[CH:28][C:27](B2OC(C)(C)C(C)(C)O2)=[CH:26][CH:25]=1)[C:17]([O:19][CH2:20][CH3:21])=[O:18].